From a dataset of Cav3 T-type calcium channel HTS with 100,875 compounds. Binary Classification. Given a drug SMILES string, predict its activity (active/inactive) in a high-throughput screening assay against a specified biological target. (1) The drug is S(=O)(=O)(Nc1noc(c1)C)c1ccc(NC(NC(=O)CCC)(C(F)(F)F)C(F)(F)F)cc1. The result is 0 (inactive). (2) The molecule is Clc1ccc(Sc2oc(/C=C3/S\C(N(CC)C3=O)=N\CC)cc2)cc1. The result is 0 (inactive). (3) The compound is S(=O)(=O)(N1CC(CCC1)C(=O)N1CCN(CC1)c1c(ccc(c1)C)C)c1c(onc1C)C. The result is 0 (inactive). (4) The drug is O=C1N(C(Nc2ccccc2)=NC1)CC=C. The result is 0 (inactive). (5) The compound is s1c(c(n(CC(OCC)=O)c1=S)N)C(OC)=O. The result is 0 (inactive). (6) The molecule is S(=O)(=O)(N1CCN(CC1)C(=O)C1OCCC1)c1ccccc1. The result is 0 (inactive). (7) The drug is O=C(Nc1c(OCC)cccc1)CN1CCC(NC(=O)c2ccccc2)CC1. The result is 0 (inactive). (8) The compound is O(c1cc(cc(c1)C)C)CC(=O)Nc1nonc1NC(=O)COc1cc(cc(c1)C)C. The result is 0 (inactive). (9) The drug is S(=O)(=O)(N(C)C)c1ccc(Oc2ccc(S(=O)(=O)N(C)C)cc2)cc1. The result is 0 (inactive).